Task: Predict the product of the given reaction.. Dataset: Forward reaction prediction with 1.9M reactions from USPTO patents (1976-2016) (1) Given the reactants [Br:1][C:2]1[CH:7]=[CH:6][C:5]([CH:8]([CH2:19][C:20]([O:22]C(C)(C)C)=[O:21])[C:9]([O:11][CH2:12][C:13]2[CH:18]=[CH:17][CH:16]=[CH:15][CH:14]=2)=[O:10])=[CH:4][CH:3]=1, predict the reaction product. The product is: [CH2:12]([O:11][C:9](=[O:10])[CH:8]([C:5]1[CH:4]=[CH:3][C:2]([Br:1])=[CH:7][CH:6]=1)[CH2:19][C:20]([OH:22])=[O:21])[C:13]1[CH:14]=[CH:15][CH:16]=[CH:17][CH:18]=1. (2) Given the reactants C(OC(=O)[NH:7][C@H:8]([C:15](=[O:35])[N:16]([C:26]1[CH:34]=[CH:33][C:29]2[CH2:30][CH2:31][O:32][C:28]=2[CH:27]=1)[CH2:17][CH2:18][C:19]1[CH:24]=[CH:23][C:22]([F:25])=[CH:21][CH:20]=1)[C:9]1[CH:14]=[CH:13][CH:12]=[CH:11][CH:10]=1)(C)(C)C.[ClH:37], predict the reaction product. The product is: [ClH:37].[NH2:7][C@@H:8]([C:9]1[CH:14]=[CH:13][CH:12]=[CH:11][CH:10]=1)[C:15]([N:16]([C:26]1[CH:34]=[CH:33][C:29]2[CH2:30][CH2:31][O:32][C:28]=2[CH:27]=1)[CH2:17][CH2:18][C:19]1[CH:20]=[CH:21][C:22]([F:25])=[CH:23][CH:24]=1)=[O:35]. (3) Given the reactants F[C:2]1[N:7]2[CH:8]=[C:9]([CH2:11][N:12]3[C@H:25]4[C@H:16]([CH2:17][CH2:18][C:19]5[C:24]4=[N:23][CH:22]=[CH:21][CH:20]=5)[CH2:15][CH2:14][CH2:13]3)[N:10]=[C:6]2[CH:5]=[CH:4][CH:3]=1.[N:26]1([CH:31]2[CH2:36][CH2:35][NH:34][CH2:33][CH2:32]2)[CH2:30][CH2:29][CH2:28][CH2:27]1, predict the reaction product. The product is: [N:26]1([CH:31]2[CH2:36][CH2:35][N:34]([C:2]3[N:7]4[CH:8]=[C:9]([CH2:11][N:12]5[C@H:25]6[C@H:16]([CH2:17][CH2:18][C:19]7[C:24]6=[N:23][CH:22]=[CH:21][CH:20]=7)[CH2:15][CH2:14][CH2:13]5)[N:10]=[C:6]4[CH:5]=[CH:4][CH:3]=3)[CH2:33][CH2:32]2)[CH2:30][CH2:29][CH2:28][CH2:27]1. (4) The product is: [C:26]([OH:33])(=[O:32])/[CH:27]=[CH:28]/[C:29]([OH:31])=[O:30].[N:1]12[CH2:6][CH2:5][CH:4]([CH2:7][CH2:8]1)[CH:3]([O:9][C:10]1[N:11]=[CH:12][C:13]([C:16]3[CH:21]=[CH:20][C:19]([NH:22][C:23](=[O:25])[CH3:24])=[CH:18][CH:17]=3)=[N:14][CH:15]=1)[CH2:2]2.[N:1]12[CH2:6][CH2:5][CH:4]([CH2:7][CH2:8]1)[CH:3]([O:9][C:10]1[N:11]=[CH:12][C:13]([C:16]3[CH:21]=[CH:20][C:19]([NH:22][C:23](=[O:25])[CH3:24])=[CH:18][CH:17]=3)=[N:14][CH:15]=1)[CH2:2]2. Given the reactants [N:1]12[CH2:8][CH2:7][CH:4]([CH2:5][CH2:6]1)[CH:3]([O:9][C:10]1[N:11]=[CH:12][C:13]([C:16]3[CH:21]=[CH:20][C:19]([NH:22][C:23](=[O:25])[CH3:24])=[CH:18][CH:17]=3)=[N:14][CH:15]=1)[CH2:2]2.[C:26]([OH:33])(=[O:32])/[CH:27]=[CH:28]/[C:29]([OH:31])=[O:30], predict the reaction product. (5) Given the reactants [C:1]([N:4]1[CH2:13][CH2:12][C:11]2[C:6](=[CH:7][CH:8]=[C:9]([C:14]([NH:16][O:17]C3CCCCO3)=[O:15])[CH:10]=2)[CH2:5]1)(=[O:3])[CH3:2].Cl, predict the reaction product. The product is: [C:1]([N:4]1[CH2:13][CH2:12][C:11]2[C:6](=[CH:7][CH:8]=[C:9]([C:14]([NH:16][OH:17])=[O:15])[CH:10]=2)[CH2:5]1)(=[O:3])[CH3:2].